From a dataset of Forward reaction prediction with 1.9M reactions from USPTO patents (1976-2016). Predict the product of the given reaction. (1) Given the reactants [CH:1]([N:4]1[CH2:9][CH2:8][N:7]([C:10]([C:12]2[CH:19]=[CH:18][C:15]([CH:16]=[O:17])=[CH:14][CH:13]=2)=[O:11])[CH2:6][CH2:5]1)([CH3:3])[CH3:2].[CH:20]([Mg]Br)([CH3:22])[CH3:21], predict the reaction product. The product is: [OH:17][CH:16]([C:15]1[CH:14]=[CH:13][C:12]([C:10]([N:7]2[CH2:8][CH2:9][N:4]([CH:1]([CH3:3])[CH3:2])[CH2:5][CH2:6]2)=[O:11])=[CH:19][CH:18]=1)[CH:20]([CH3:22])[CH3:21]. (2) Given the reactants [CH2:1]([O:3][C:4]([C:6]1[CH:10]=[C:9]([CH3:11])[N:8]([C:12]2[C:17]([Cl:18])=[CH:16][CH:15]=[CH:14][C:13]=2[Cl:19])[N:7]=1)=[O:5])[CH3:2].[Br:20]N1C(=O)CCC1=O.C(OOC(=O)C1C=CC=CC=1)(=O)C1C=CC=CC=1, predict the reaction product. The product is: [CH2:1]([O:3][C:4]([C:6]1[CH:10]=[C:9]([CH2:11][Br:20])[N:8]([C:12]2[C:17]([Cl:18])=[CH:16][CH:15]=[CH:14][C:13]=2[Cl:19])[N:7]=1)=[O:5])[CH3:2].